This data is from Catalyst prediction with 721,799 reactions and 888 catalyst types from USPTO. The task is: Predict which catalyst facilitates the given reaction. Reactant: Br[C:2]1[CH:18]=[CH:17][C:5]([C:6]([NH:8][CH2:9][C:10]2[C:11]([CH3:16])=[N:12][O:13][C:14]=2[CH3:15])=[O:7])=[CH:4][C:3]=1[F:19].Br[C:21]1[CH:29]=[CH:28][C:24]([C:25](O)=O)=[CH:23][C:22]=1F.[C:31](Cl)([C:33](Cl)=O)=O.CC1[C:42]([CH2:43][NH2:44])=C(C)ON=1.[OH2:46]. Product: [CH2:6]([N:8]([CH2:31][CH3:33])[C:9]([CH:25]([C:24]1[CH:28]=[CH:29][CH:21]=[CH:22][CH:23]=1)[N:44]1[CH2:43][CH2:42][N:12]([C:2]2[CH:18]=[CH:17][C:5]([C:6]([NH:8][CH2:9][C:10]3[C:11]([CH3:16])=[N:12][O:13][C:14]=3[CH3:15])=[O:7])=[CH:4][C:3]=2[F:19])[CH2:11][CH2:10]1)=[O:46])[CH3:5]. The catalyst class is: 825.